This data is from Full USPTO retrosynthesis dataset with 1.9M reactions from patents (1976-2016). The task is: Predict the reactants needed to synthesize the given product. (1) Given the product [F:1][CH:2]([F:39])[C:3]1[CH:7]=[C:6]([CH:8]([F:10])[F:9])[N:5]([CH2:11][C:12]([N:14]2[CH2:19][CH2:18][CH:17]([C:20]3[S:21][CH:22]=[C:23]([C:25]4[CH2:29][CH:28]([C:30]([F:38])([F:37])[C:31]5[CH:36]=[CH:35][CH:34]=[CH:33][CH:32]=5)[O:27][N:26]=4)[N:24]=3)[CH2:16][CH2:15]2)=[S:49])[N:4]=1, predict the reactants needed to synthesize it. The reactants are: [F:1][CH:2]([F:39])[C:3]1[CH:7]=[C:6]([CH:8]([F:10])[F:9])[N:5]([CH2:11][C:12]([N:14]2[CH2:19][CH2:18][CH:17]([C:20]3[S:21][CH:22]=[C:23]([C:25]4[CH2:29][CH:28]([C:30]([F:38])([F:37])[C:31]5[CH:36]=[CH:35][CH:34]=[CH:33][CH:32]=5)[O:27][N:26]=4)[N:24]=3)[CH2:16][CH2:15]2)=O)[N:4]=1.COC1C=CC(P2(=S)SP(=S)(C3C=CC(OC)=CC=3)[S:49]2)=CC=1.O. (2) Given the product [ClH:32].[CH3:2][O:3][C:4]1[CH:5]=[C:6]2[C:11](=[C:12]3[CH2:16][C:15]([CH3:18])([CH3:17])[O:14][C:13]=13)[C:10]([C:19]1[CH:27]=[CH:26][C:22]([C:23]([Cl:1])=[O:24])=[CH:21][CH:20]=1)=[N:9][C:8]([CH3:29])([CH3:28])[CH2:7]2, predict the reactants needed to synthesize it. The reactants are: [ClH:1].[CH3:2][O:3][C:4]1[CH:5]=[C:6]2[C:11](=[C:12]3[CH2:16][C:15]([CH3:18])([CH3:17])[O:14][C:13]=13)[C:10]([C:19]1[CH:27]=[CH:26][C:22]([C:23](O)=[O:24])=[CH:21][CH:20]=1)=[N:9][C:8]([CH3:29])([CH3:28])[CH2:7]2.S(Cl)([Cl:32])=O. (3) Given the product [CH:18]1([NH:21][C:7]2[C:8]3[CH:9]=[CH:10][NH:11][C:2](=[O:24])[C:3]=3[C:4]3[CH:16]=[C:15]([F:17])[CH:14]=[CH:13][C:5]=3[N:6]=2)[CH2:20][CH2:19]1, predict the reactants needed to synthesize it. The reactants are: Cl[C:2]1[N:11]=[CH:10][CH:9]=[C:8]2[C:3]=1[C:4]1[CH:16]=[C:15]([F:17])[CH:14]=[CH:13][C:5]=1[N:6]=[C:7]2Cl.[CH:18]1([NH2:21])[CH2:20][CH2:19]1.Cl.C(=O)([O-])[OH:24].[Na+]. (4) The reactants are: C(OC(=O)[NH:7][CH2:8][CH2:9][CH2:10][CH2:11][CH2:12][CH2:13][NH:14][CH2:15][CH2:16][CH2:17][N:18]1[C:26]([S:27][C:28]2[CH:33]=[C:32]([Cl:34])[CH:31]=[C:30]([Cl:35])[CH:29]=2)=[N:25][C:24]2[C:19]1=[N:20][CH:21]=[N:22][C:23]=2[NH2:36])(C)(C)C. Given the product [NH2:36][C:23]1[N:22]=[CH:21][N:20]=[C:19]2[C:24]=1[N:25]=[C:26]([S:27][C:28]1[CH:33]=[C:32]([Cl:34])[CH:31]=[C:30]([Cl:35])[CH:29]=1)[N:18]2[CH2:17][CH2:16][CH2:15][NH:14][CH2:13][CH2:12][CH2:11][CH2:10][CH2:9][CH2:8][NH2:7], predict the reactants needed to synthesize it. (5) Given the product [N:18]1([C:23]2[CH:24]=[C:25]([NH:26][C:2]3[C:11]4[C:6](=[C:7]([C:12]5[CH:17]=[CH:16][CH:15]=[CH:14][CH:13]=5)[CH:8]=[CH:9][CH:10]=4)[CH:5]=[CH:4][N:3]=3)[CH:27]=[CH:28][CH:29]=2)[CH:22]=[CH:21][N:20]=[CH:19]1, predict the reactants needed to synthesize it. The reactants are: Cl[C:2]1[C:11]2[C:6](=[C:7]([C:12]3[CH:17]=[CH:16][CH:15]=[CH:14][CH:13]=3)[CH:8]=[CH:9][CH:10]=2)[CH:5]=[CH:4][N:3]=1.[N:18]1([C:23]2[CH:24]=[C:25]([CH:27]=[CH:28][CH:29]=2)[NH2:26])[CH:22]=[CH:21][N:20]=[CH:19]1.C(=O)([O-])[O-].[K+].[K+].